This data is from Catalyst prediction with 721,799 reactions and 888 catalyst types from USPTO. The task is: Predict which catalyst facilitates the given reaction. (1) Reactant: [I:1][C:2]1[N:7]=[N:6][C:5]([NH2:8])=[C:4]([C:9]#[C:10][C:11]2([O:15][Si](C)(C)C)[CH2:14][O:13][CH2:12]2)[CH:3]=1.CC([O-])(C)C.[K+]. Product: [I:1][C:2]1[N:7]=[N:6][C:5]2[NH:8][C:10]([C:11]3([OH:15])[CH2:14][O:13][CH2:12]3)=[CH:9][C:4]=2[CH:3]=1. The catalyst class is: 1. (2) Reactant: CC1[N:3]([C:8]2[CH:12]=[C:11]([C:13]3[CH2:14][CH2:15][N:16]([CH3:19])[CH2:17][CH:18]=3)[N:10]([CH3:20])[N:9]=2)C(C)=CC=1.NO.Cl.C(N(CC)CC)C.C(=O)([O-])O.[Na+]. Product: [CH3:20][N:10]1[C:11]([C:13]2[CH2:14][CH2:15][N:16]([CH3:19])[CH2:17][CH:18]=2)=[CH:12][C:8]([NH2:3])=[N:9]1. The catalyst class is: 40. (3) Reactant: Cl[C:2]1[C:3]([C:16]([O:18][CH3:19])=[O:17])=[N:4][N:5]([C:9]2[CH:14]=[CH:13][C:12]([Cl:15])=[CH:11][CH:10]=2)[C:6](=[O:8])[CH:7]=1.[CH3:20][O:21][C:22]1[CH:27]=[CH:26][C:25]([NH2:28])=[CH:24][CH:23]=1. Product: [Cl:15][C:12]1[CH:13]=[CH:14][C:9]([N:5]2[C:6](=[O:8])[CH:7]=[C:2]([NH:28][C:25]3[CH:26]=[CH:27][C:22]([O:21][CH3:20])=[CH:23][CH:24]=3)[C:3]([C:16]([O:18][CH3:19])=[O:17])=[N:4]2)=[CH:10][CH:11]=1. The catalyst class is: 14.